From a dataset of Reaction yield outcomes from USPTO patents with 853,638 reactions. Predict the reaction yield, written as a fraction of the theoretical maximum amount of product (1.0 means a 100% yield; for example, 0.34 means a 34% yield). (1) The reactants are [C:1]([O:5][C:6]([N:8]1[CH2:13][CH2:12][C:11](O)([C:14]2[CH:19]=[CH:18][C:17]([O:20][C:21]([F:24])([F:23])[F:22])=[CH:16][CH:15]=2)[CH2:10][CH2:9]1)=[O:7])([CH3:4])([CH3:3])[CH3:2]. The catalyst is ClCCl. The product is [C:1]([O:5][C:6]([N:8]1[CH2:13][CH2:12][CH:11]([C:14]2[CH:15]=[CH:16][C:17]([O:20][C:21]([F:24])([F:22])[F:23])=[CH:18][CH:19]=2)[CH2:10][CH2:9]1)=[O:7])([CH3:4])([CH3:2])[CH3:3]. The yield is 0.340. (2) The reactants are Br[C:2]1[CH:3]=[N:4][N:5]([C:7]2[CH:12]=[CH:11][CH:10]=[CH:9][CH:8]=2)[CH:6]=1.[S:13]1[CH:17]=[CH:16][CH:15]=[C:14]1B(O)O.C([O-])([O-])=O.[K+].[K+]. The catalyst is C1(C)C(CO)=CC=CC=1. The product is [C:7]1([N:5]2[CH:6]=[C:2]([C:14]3[S:13][CH:17]=[CH:16][CH:15]=3)[CH:3]=[N:4]2)[CH:12]=[CH:11][CH:10]=[CH:9][CH:8]=1. The yield is 0.270. (3) The reactants are [O:1]=[C:2]1[C:6]2([CH2:11][CH2:10][N:9]([CH2:12][CH2:13][CH2:14][N:15]3[C:19]4[CH:20]=[CH:21][CH:22]=[CH:23][C:18]=4[NH:17][C:16]3=[O:24])[CH2:8][CH2:7]2)[N:5]([C:25]2[CH:30]=[CH:29][CH:28]=[CH:27][CH:26]=2)[CH2:4][N:3]1[CH2:31][CH2:32][CH2:33][CH2:34][CH2:35][C:36]([O:38]CC1C=CC=CC=1)=[O:37]. The catalyst is [Pd].C(OCC)(=O)C.CO. The product is [O:1]=[C:2]1[C:6]2([CH2:7][CH2:8][N:9]([CH2:12][CH2:13][CH2:14][N:15]3[C:19]4[CH:20]=[CH:21][CH:22]=[CH:23][C:18]=4[NH:17][C:16]3=[O:24])[CH2:10][CH2:11]2)[N:5]([C:25]2[CH:30]=[CH:29][CH:28]=[CH:27][CH:26]=2)[CH2:4][N:3]1[CH2:31][CH2:32][CH2:33][CH2:34][CH2:35][C:36]([OH:38])=[O:37]. The yield is 0.420. (4) The reactants are [CH3:1][O:2][C:3]([C:5]1[S:9][C:8]([NH2:10])=[N:7][CH:6]=1)=[O:4].[C:11](O[C:11]([O:13][C:14]([CH3:17])([CH3:16])[CH3:15])=[O:12])([O:13][C:14]([CH3:17])([CH3:16])[CH3:15])=[O:12].C(N(CC)CC)C. The catalyst is C1COCC1.CN(C)C1C=CN=CC=1. The product is [CH3:1][O:2][C:3]([C:5]1[S:9][C:8]([NH:10][C:11]([O:13][C:14]([CH3:17])([CH3:16])[CH3:15])=[O:12])=[N:7][CH:6]=1)=[O:4]. The yield is 1.00.